This data is from Forward reaction prediction with 1.9M reactions from USPTO patents (1976-2016). The task is: Predict the product of the given reaction. (1) Given the reactants [OH:1][CH:2]1[CH2:7][CH2:6][N:5]([C:8]([O:10]C(C)(C)C)=O)[CH2:4][CH:3]1[CH3:15].F[C:17]1[CH:24]=[CH:23][C:22]([C:25]2[N:30]=[C:29]([NH:31][C:32]3[CH:37]=[CH:36][C:35]([N:38]4[CH2:43][CH2:42][N:41]([CH:44]5[CH2:47][O:46][CH2:45]5)[CH2:40][CH2:39]4)=[CH:34][CH:33]=3)[N:28]=[CH:27][N:26]=2)=[CH:21][C:18]=1[C:19]#[N:20].C(O)(=O)[CH2:49][OH:50], predict the reaction product. The product is: [OH:50][CH2:49][C:8]([N:5]1[CH2:6][CH2:7][CH:2]([O:1][C:17]2[CH:24]=[CH:23][C:22]([C:25]3[N:30]=[C:29]([NH:31][C:32]4[CH:37]=[CH:36][C:35]([N:38]5[CH2:43][CH2:42][N:41]([CH:44]6[CH2:47][O:46][CH2:45]6)[CH2:40][CH2:39]5)=[CH:34][CH:33]=4)[N:28]=[CH:27][N:26]=3)=[CH:21][C:18]=2[C:19]#[N:20])[CH:3]([CH3:15])[CH2:4]1)=[O:10]. (2) Given the reactants [CH2:1]([NH:8][CH2:9][CH2:10][CH:11]([C:23]1[CH:28]=[CH:27][CH:26]=[C:25]([NH:29][C:30]([O:32][CH3:33])=[O:31])[CH:24]=1)[C:12]1[CH:17]=[CH:16][CH:15]=[C:14]([NH:18][C:19]([O:21][CH3:22])=[O:20])[CH:13]=1)[C:2]1[CH:7]=[CH:6][CH:5]=[CH:4][CH:3]=1.[O:34]([CH2:41][C@@H:42]1[CH2:44][O:43]1)[C:35]1[CH:40]=[CH:39][CH:38]=[CH:37][CH:36]=1, predict the reaction product. The product is: [O:34]([CH2:41][C@@H:42]([OH:43])[CH2:44][N:8]([CH2:9][CH2:10][CH:11]([C:23]1[CH:28]=[CH:27][CH:26]=[C:25]([NH:29][C:30]([O:32][CH3:33])=[O:31])[CH:24]=1)[C:12]1[CH:17]=[CH:16][CH:15]=[C:14]([NH:18][C:19]([O:21][CH3:22])=[O:20])[CH:13]=1)[CH2:1][C:2]1[CH:7]=[CH:6][CH:5]=[CH:4][CH:3]=1)[C:35]1[CH:40]=[CH:39][CH:38]=[CH:37][CH:36]=1. (3) Given the reactants [C:1]1(=[O:12])[C:10]2[C:5](=[CH:6][CH:7]=[CH:8][CH:9]=2)[C:4](=[O:11])[CH2:3][O:2]1.CO.[BH4-].[Na+], predict the reaction product. The product is: [OH:11][CH:4]1[C:5]2[C:10](=[CH:9][CH:8]=[CH:7][CH:6]=2)[C:1](=[O:12])[O:2][CH2:3]1. (4) Given the reactants [Cl:1][C:2]1[CH:3]=[C:4]([S:8]([N:11]2[CH2:16][CH2:15][NH:14][CH:13]([C:17]([N:19]3[CH2:24][CH2:23][N:22]([C:25]4[CH:30]=[C:29]([CH3:31])[CH:28]=[CH:27][C:26]=4[CH3:32])[CH2:21][CH2:20]3)=[O:18])[CH2:12]2)(=[O:10])=[O:9])[CH:5]=[CH:6][CH:7]=1.C(=O)([O-])[O-].[Cs+].[Cs+].Br[CH2:40][CH2:41][CH3:42].O, predict the reaction product. The product is: [Cl:1][C:2]1[CH:3]=[C:4]([S:8]([N:11]2[CH2:16][CH2:15][N:14]([CH2:40][CH2:41][CH3:42])[CH:13]([C:17]([N:19]3[CH2:24][CH2:23][N:22]([C:25]4[CH:30]=[C:29]([CH3:31])[CH:28]=[CH:27][C:26]=4[CH3:32])[CH2:21][CH2:20]3)=[O:18])[CH2:12]2)(=[O:9])=[O:10])[CH:5]=[CH:6][CH:7]=1. (5) Given the reactants [Cl:1][C:2]1[CH:18]=[C:17]([N+:19]([O-:21])=[O:20])[CH:16]=[CH:15][C:3]=1[O:4][C:5]1[CH:14]=[CH:13][C:8]([C:9]([O:11]C)=[O:10])=[CH:7][CH:6]=1.[OH-].[Na+], predict the reaction product. The product is: [Cl:1][C:2]1[CH:18]=[C:17]([N+:19]([O-:21])=[O:20])[CH:16]=[CH:15][C:3]=1[O:4][C:5]1[CH:6]=[CH:7][C:8]([C:9]([OH:11])=[O:10])=[CH:13][CH:14]=1. (6) Given the reactants S(Cl)(Cl)=O.[O:5]=[C:6]([CH2:10][C:11]1([C:15]2[CH:20]=[CH:19][CH:18]=[CH:17][C:16]=2[C:21]([F:24])([F:23])[F:22])[CH2:14][CH2:13][CH2:12]1)[C:7](O)=[O:8].[O:25]1[CH:29]=[CH:28][N:27]=[C:26]1[C:30]1[CH:35]=[CH:34][C:33]([NH2:36])=[CH:32][CH:31]=1.C(=O)([O-])[O-].[K+].[K+], predict the reaction product. The product is: [O:25]1[CH:29]=[CH:28][N:27]=[C:26]1[C:30]1[CH:35]=[CH:34][C:33]([NH:36][C:7](=[O:8])[C:6](=[O:5])[CH2:10][C:11]2([C:15]3[CH:20]=[CH:19][CH:18]=[CH:17][C:16]=3[C:21]([F:22])([F:23])[F:24])[CH2:14][CH2:13][CH2:12]2)=[CH:32][CH:31]=1. (7) Given the reactants [C:1]([O:5][C:6]([N:8]1[CH2:13][CH2:12][CH:11]([C:14]2[CH:19]=[CH:18][C:17]([CH2:20][C:21]([OH:23])=[O:22])=[CH:16][CH:15]=2)[CH:10]([O:24][CH2:25][C:26]2[CH:35]=[CH:34][C:33]3[C:28](=[CH:29][CH:30]=[CH:31][CH:32]=3)[CH:27]=2)[CH2:9]1)=[O:7])([CH3:4])([CH3:3])[CH3:2].[N+](=[CH2:38])=[N-], predict the reaction product. The product is: [CH3:38][O:22][C:21]([CH2:20][C:17]1[CH:16]=[CH:15][C:14]([CH:11]2[CH2:12][CH2:13][N:8]([C:6]([O:5][C:1]([CH3:4])([CH3:2])[CH3:3])=[O:7])[CH2:9][CH:10]2[O:24][CH2:25][C:26]2[CH:35]=[CH:34][C:33]3[C:28](=[CH:29][CH:30]=[CH:31][CH:32]=3)[CH:27]=2)=[CH:19][CH:18]=1)=[O:23].